Dataset: Peptide-MHC class I binding affinity with 185,985 pairs from IEDB/IMGT. Task: Regression. Given a peptide amino acid sequence and an MHC pseudo amino acid sequence, predict their binding affinity value. This is MHC class I binding data. (1) The peptide sequence is SFNCGGEFF. The MHC is HLA-B57:01 with pseudo-sequence HLA-B57:01. The binding affinity (normalized) is 0.0307. (2) The peptide sequence is GRCELAAA. The MHC is H-2-Kb with pseudo-sequence H-2-Kb. The binding affinity (normalized) is 0.0735. (3) The peptide sequence is GHLAASVTL. The MHC is HLA-A68:02 with pseudo-sequence HLA-A68:02. The binding affinity (normalized) is 0.0847.